Dataset: Catalyst prediction with 721,799 reactions and 888 catalyst types from USPTO. Task: Predict which catalyst facilitates the given reaction. Reactant: [Si]([O:8][C@@H:9]1[C@@H:14]([CH3:15])[CH2:13][N:12]([C:16]2[CH:21]=[CH:20][N:19]=[CH:18][C:17]=2[NH:22][C:23]([C:25]2[N:30]=[C:29]3[O:31][C:32]([CH:34]4[CH2:36][CH2:35]4)=[CH:33][C:28]3=[CH:27][CH:26]=2)=[O:24])[CH2:11][C@H:10]1[NH:37]C(=O)OC(C)(C)C)(C(C)(C)C)(C)C.Cl.O1CCOCC1.N. Product: [NH2:37][C@H:10]1[C@H:9]([OH:8])[C@@H:14]([CH3:15])[CH2:13][N:12]([C:16]2[CH:21]=[CH:20][N:19]=[CH:18][C:17]=2[NH:22][C:23]([C:25]2[N:30]=[C:29]3[O:31][C:32]([CH:34]4[CH2:36][CH2:35]4)=[CH:33][C:28]3=[CH:27][CH:26]=2)=[O:24])[CH2:11]1. The catalyst class is: 5.